Dataset: Catalyst prediction with 721,799 reactions and 888 catalyst types from USPTO. Task: Predict which catalyst facilitates the given reaction. (1) Product: [CH3:13][C:14]1[N:15]([CH2:39][CH:40]2[CH2:45][CH2:44][CH2:43][CH2:42][O:41]2)[C:16](=[O:38])[C:17]([CH2:23][C:24]2[CH:25]=[CH:26][C:27]([C:30]3[CH:35]=[CH:34][CH:33]=[CH:32][C:31]=3[C:36]3[NH:3][C:4](=[O:7])[O:5][N:37]=3)=[CH:28][CH:29]=2)=[C:18]([CH2:20][CH2:21][CH3:22])[N:19]=1. Reactant: [Cl-].O[NH3+:3].[C:4](=[O:7])([O-])[OH:5].[Na+].CS(C)=O.[CH3:13][C:14]1[N:15]([CH2:39][CH:40]2[CH2:45][CH2:44][CH2:43][CH2:42][O:41]2)[C:16](=[O:38])[C:17]([CH2:23][C:24]2[CH:29]=[CH:28][C:27]([C:30]3[C:31]([C:36]#[N:37])=[CH:32][CH:33]=[CH:34][CH:35]=3)=[CH:26][CH:25]=2)=[C:18]([CH2:20][CH2:21][CH3:22])[N:19]=1. The catalyst class is: 13. (2) Reactant: [NH2:1][C:2]1[CH:3]=[C:4]([C:8]2[O:12][C:11]([P:13]([O:18][CH2:19][CH3:20])(=[O:17])[O:14][CH2:15][CH3:16])=[CH:10][CH:9]=2)[CH:5]=[CH:6][CH:7]=1.C1C(=O)N([Br:28])C(=O)C1.CC(N=NC(C#N)(C)C)(C#N)C. The catalyst class is: 53. Product: [Br:28][C:7]1[CH:6]=[CH:5][C:4]([C:8]2[O:12][C:11]([P:13]([O:18][CH2:19][CH3:20])(=[O:17])[O:14][CH2:15][CH3:16])=[CH:10][CH:9]=2)=[CH:3][C:2]=1[NH2:1].